This data is from Reaction yield outcomes from USPTO patents with 853,638 reactions. The task is: Predict the reaction yield, written as a fraction of the theoretical maximum amount of product (1.0 means a 100% yield; for example, 0.34 means a 34% yield). (1) The reactants are [Cl:1][C:2]1[CH:3]=[C:4]([CH2:11][C:12]([O:14][CH3:15])=[O:13])[CH:5]=[CH:6][C:7]=1[N+:8]([O-])=O.C(O[Na])(C)=O.O.O.O.CC(O)=O. The catalyst is CO.O. The product is [NH2:8][C:7]1[CH:6]=[CH:5][C:4]([CH2:11][C:12]([O:14][CH3:15])=[O:13])=[CH:3][C:2]=1[Cl:1]. The yield is 0.480. (2) The reactants are [CH3:1][O:2][CH2:3][CH2:4][N:5]1[C:10]2=[N:11][C:12]([Sn](C)(C)C)=[CH:13][N:14]=[C:9]2[NH:8][CH2:7][C:6]1=[O:19].Br[C:21]1[C:22]([CH3:38])=[N:23][C:24]([C:27]2[N:31]=[CH:30][N:29](C3CCCCO3)[N:28]=2)=[CH:25][CH:26]=1.C1(C)C=CC=CC=1P(C1C=CC=CC=1C)C1C=CC=CC=1C.C(N(CC)CC)C. The catalyst is CN(C)C=O. The product is [CH3:1][O:2][CH2:3][CH2:4][N:5]1[C:10]2=[N:11][C:12]([C:21]3[C:22]([CH3:38])=[N:23][C:24]([C:27]4[NH:31][CH:30]=[N:29][N:28]=4)=[CH:25][CH:26]=3)=[CH:13][N:14]=[C:9]2[NH:8][CH2:7][C:6]1=[O:19]. The yield is 0.100. (3) The reactants are [Cl:1][C:2]1[N:3]=[C:4](Cl)[C:5]2[S:10][CH:9]=[CH:8][C:6]=2[N:7]=1.[CH3:12][C:13]1[CH:17]=[C:16]([NH2:18])[NH:15][N:14]=1.C(N(CC)CC)C.O. The catalyst is CN1CCCC1=O. The product is [Cl:1][C:2]1[N:3]=[C:4]([NH:18][C:16]2[NH:15][N:14]=[C:13]([CH3:12])[CH:17]=2)[C:5]2[S:10][CH:9]=[CH:8][C:6]=2[N:7]=1. The yield is 0.740.